From a dataset of Full USPTO retrosynthesis dataset with 1.9M reactions from patents (1976-2016). Predict the reactants needed to synthesize the given product. (1) Given the product [O:23]=[S:20]1(=[O:24])[CH2:21][CH2:22][N:17]([CH2:16][C@@H:14]2[CH2:15][C@H:12]([N:4]3[C:5]4[N:6]=[CH:7][N:8]=[C:9]([NH2:11])[C:10]=4[C:2]([C:35]4[CH:34]=[C:33]5[C:38]([CH2:39][CH:40]=[C:31]([C:25]6[CH:30]=[CH:29][CH:28]=[CH:27][CH:26]=6)[O:32]5)=[CH:37][CH:36]=4)=[CH:3]3)[CH2:13]2)[CH2:18][CH2:19]1, predict the reactants needed to synthesize it. The reactants are: Br[C:2]1[C:10]2[C:9]([NH2:11])=[N:8][CH:7]=[N:6][C:5]=2[N:4]([C@H:12]2[CH2:15][C@@H:14]([CH2:16][N:17]3[CH2:22][CH2:21][S:20](=[O:24])(=[O:23])[CH2:19][CH2:18]3)[CH2:13]2)[CH:3]=1.[C:25]1([C:31]2[O:32][C:33]3[C:38]([CH2:39][CH:40]=2)=[CH:37][CH:36]=[C:35](B2OC(C)(C)C(C)(C)O2)[CH:34]=3)[CH:30]=[CH:29][CH:28]=[CH:27][CH:26]=1.C(=O)([O-])[O-].[Na+].[Na+].P([O-])([O-])([O-])=O.[K+].[K+].[K+]. (2) Given the product [CH2:34]([O:33][C:32](=[O:36])[NH:31][C:29]1[N:8]([CH2:9][C:10]2[CH:15]=[CH:14][C:13]([O:16][CH2:17][C:18]3[CH:23]=[CH:22][C:21]([O:24][CH3:25])=[CH:20][CH:19]=3)=[C:12]([O:26][CH3:27])[CH:11]=2)[C:5]2=[N:6][CH:7]=[C:2]([I:1])[CH:3]=[C:4]2[N:28]=1)[CH3:35], predict the reactants needed to synthesize it. The reactants are: [I:1][C:2]1[CH:3]=[C:4]([NH:28][C:29]([NH:31][C:32](=[O:36])[O:33][CH2:34][CH3:35])=S)[C:5]([NH:8][CH2:9][C:10]2[CH:15]=[CH:14][C:13]([O:16][CH2:17][C:18]3[CH:23]=[CH:22][C:21]([O:24][CH3:25])=[CH:20][CH:19]=3)=[C:12]([O:26][CH3:27])[CH:11]=2)=[N:6][CH:7]=1.C(N(CC)CC)C.C1(S(Cl)(=O)=O)C=CC=CC=1. (3) Given the product [NH2:14][C:11]1[CH:12]=[CH:13][C:8]([C:3]2([CH3:2])[CH2:4][NH:5][CH2:6]2)=[C:9]([F:15])[CH:10]=1, predict the reactants needed to synthesize it. The reactants are: [Li].[CH3:2][C:3]1([C:8]2[CH:13]=[CH:12][C:11]([NH2:14])=[CH:10][C:9]=2[F:15])[CH2:6][NH:5][C:4]1=O. (4) Given the product [Cl:1][C:2]1[CH:7]=[C:6]([CH2:8][C:12]#[N:13])[CH:5]=[N:4][C:3]=1[CH2:10][CH3:11], predict the reactants needed to synthesize it. The reactants are: [Cl:1][C:2]1[C:3]([CH2:10][CH3:11])=[N:4][CH:5]=[C:6]([CH2:8]Cl)[CH:7]=1.[C-:12]#[N:13].[K+]. (5) Given the product [C@@H:16]1([N:13]2[CH:12]=[N:11][C:10]3[C:14]2=[N:15][C:7]([O:6][CH:1]2[CH2:5][CH2:4][CH2:3][CH2:2]2)=[N:8][C:9]=3[NH2:25])[O:22][C@H:21]([CH2:23][OH:24])[C@H:19]2[O:20][C@@H:17]12, predict the reactants needed to synthesize it. The reactants are: [CH:1]1([O:6][C:7]2[N:15]=[C:14]3[C:10]([N:11]=[CH:12][N:13]3[C@@H:16]3[O:22][C@H:21]([CH2:23][OH:24])[C@@H:19]([OH:20])[C@H:17]3O)=[C:9]([NH2:25])[N:8]=2)[CH2:5][CH2:4][CH2:3][CH2:2]1.C(OC(C(Br)=O)(C)C)(=O)C.C(=O)([O-])[O-].[K+].[K+]. (6) Given the product [ClH:45].[NH2:8][CH2:9][C:10]([NH:12][C:13]1[CH:18]=[CH:17][C:16]([C:19]2[C:28]([CH2:29][O:30][C:31]3[CH:36]=[C:35]([F:37])[CH:34]=[CH:33][C:32]=3[CH3:38])=[C:27]3[C:22]([NH:23][C:24]([CH3:42])([CH3:41])[C:25](=[O:40])[N:26]3[CH3:39])=[CH:21][CH:20]=2)=[C:15]([O:43][CH3:44])[CH:14]=1)=[O:11], predict the reactants needed to synthesize it. The reactants are: C(OC([NH:8][CH2:9][C:10]([NH:12][C:13]1[CH:18]=[CH:17][C:16]([C:19]2[C:28]([CH2:29][O:30][C:31]3[CH:36]=[C:35]([F:37])[CH:34]=[CH:33][C:32]=3[CH3:38])=[C:27]3[C:22]([NH:23][C:24]([CH3:42])([CH3:41])[C:25](=[O:40])[N:26]3[CH3:39])=[CH:21][CH:20]=2)=[C:15]([O:43][CH3:44])[CH:14]=1)=[O:11])=O)(C)(C)C.[ClH:45]. (7) Given the product [Cl:3][C:4]1[C:5]([C:29]2[N:33]3[CH:34]=[CH:35][CH:36]=[C:37]([F:38])[C:32]3=[N:31][CH:30]=2)=[N:6][C:7]([NH:10][C:11]2[CH:16]=[CH:15][C:14]([N:17]([CH3:26])[CH2:18][C:19]([O-:21])=[O:20])=[CH:13][C:12]=2[O:27][CH3:28])=[N:8][CH:9]=1.[Na+:2], predict the reactants needed to synthesize it. The reactants are: [OH-].[Na+:2].[Cl:3][C:4]1[C:5]([C:29]2[N:33]3[CH:34]=[CH:35][CH:36]=[C:37]([F:38])[C:32]3=[N:31][CH:30]=2)=[N:6][C:7]([NH:10][C:11]2[CH:16]=[CH:15][C:14]([N:17]([CH3:26])[CH2:18][C:19]([O:21]C(C)(C)C)=[O:20])=[CH:13][C:12]=2[O:27][CH3:28])=[N:8][CH:9]=1. (8) The reactants are: [F:1][C:2]([F:18])([F:17])[C:3]([NH:5][CH2:6][CH2:7][S:8][C:9]1[CH:14]=[CH:13][C:12]([O:15][CH3:16])=[CH:11][CH:10]=1)=[O:4].C=O.[C:21]1(C)C=CC(S(O)(=O)=O)=CC=1. Given the product [F:18][C:2]([F:1])([F:17])[C:3]([N:5]1[CH2:21][C:10]2[CH:11]=[C:12]([O:15][CH3:16])[CH:13]=[CH:14][C:9]=2[S:8][CH2:7][CH2:6]1)=[O:4], predict the reactants needed to synthesize it. (9) Given the product [C:53]([O:52][C:51]([NH:50][CH2:49][CH2:48][NH:47][C:1]([C:4]1[CH:5]=[C:6]([S:10]([N:13]2[CH2:17][CH2:16][S:15][C@H:14]2[C:18]([O:20][C@H:21]([C:32]2[CH:37]=[CH:36][C:35]([O:38][CH:39]([F:40])[F:41])=[C:34]([O:42][CH2:43][CH:44]3[CH2:46][CH2:45]3)[CH:33]=2)[CH2:22][C:23]2[C:24]([Cl:31])=[CH:25][N+:26]([O-:30])=[CH:27][C:28]=2[Cl:29])=[O:19])(=[O:12])=[O:11])[CH:7]=[CH:8][CH:9]=1)=[O:3])=[O:57])([CH3:56])([CH3:55])[CH3:54], predict the reactants needed to synthesize it. The reactants are: [C:1]([C:4]1[CH:5]=[C:6]([S:10]([N:13]2[CH2:17][CH2:16][S:15][C@H:14]2[C:18]([O:20][C@H:21]([C:32]2[CH:37]=[CH:36][C:35]([O:38][CH:39]([F:41])[F:40])=[C:34]([O:42][CH2:43][CH:44]3[CH2:46][CH2:45]3)[CH:33]=2)[CH2:22][C:23]2[C:28]([Cl:29])=[CH:27][N+:26]([O-:30])=[CH:25][C:24]=2[Cl:31])=[O:19])(=[O:12])=[O:11])[CH:7]=[CH:8][CH:9]=1)([OH:3])=O.[NH2:47][CH2:48][CH2:49][NH:50][C:51](=[O:57])[O:52][C:53]([CH3:56])([CH3:55])[CH3:54].C(Cl)CCl. (10) Given the product [C:27]1([C:19]2[C:18]([C:15]3[CH:14]=[CH:13][C:12]([C:8]4([NH2:7])[CH2:9][CH2:10][CH2:11]4)=[CH:17][CH:16]=3)=[N:23][N:22]3[CH:24]=[CH:25][N:26]=[C:21]3[CH:20]=2)[CH:28]=[CH:29][CH:30]=[CH:31][CH:32]=1, predict the reactants needed to synthesize it. The reactants are: C(OC(=O)[NH:7][C:8]1([C:12]2[CH:17]=[CH:16][C:15]([C:18]3[C:19]([C:27]4[CH:32]=[CH:31][CH:30]=[CH:29][CH:28]=4)=[CH:20][C:21]4[N:22]([CH:24]=[CH:25][N:26]=4)[N:23]=3)=[CH:14][CH:13]=2)[CH2:11][CH2:10][CH2:9]1)(C)(C)C.Cl.